From a dataset of Full USPTO retrosynthesis dataset with 1.9M reactions from patents (1976-2016). Predict the reactants needed to synthesize the given product. (1) Given the product [F:32][C:33]1[CH:51]=[CH:50][C:36]([CH2:37][N:38]([CH3:49])[C:39]([C:41]2[CH2:42][N:31]([CH2:30][CH2:29][C:26]3[CH:27]=[CH:28][C:23]([F:22])=[CH:24][CH:25]=3)[C:44](=[O:47])[C:45]=2[OH:46])=[O:40])=[CH:35][CH:34]=1, predict the reactants needed to synthesize it. The reactants are: COC(=O)C(O)=CC(=O)N(CC1C=CC(F)=CC=1)C.C=O.[F:22][C:23]1[CH:28]=[CH:27][C:26]([CH2:29][CH2:30][NH2:31])=[CH:25][CH:24]=1.[F:32][C:33]1[CH:51]=[CH:50][C:36]([CH2:37][N:38]([CH3:49])[C:39]([C:41]2[CH2:42]N(C)[C:44](=[O:47])[C:45]=2[OH:46])=[O:40])=[CH:35][CH:34]=1. (2) Given the product [CH2:26]([C:25]1[C:21]([C:18]2[CH:17]=[CH:16][C:15]([NH2:14])=[CH:20][CH:19]=2)=[N:22][O:23][CH:24]=1)[C:27]1[CH:28]=[CH:29][CH:30]=[CH:31][CH:32]=1, predict the reactants needed to synthesize it. The reactants are: FC(F)(F)C(O)=O.C(OC(=O)[NH:14][C:15]1[CH:20]=[CH:19][C:18]([C:21]2[C:25]([CH2:26][C:27]3[CH:32]=[CH:31][CH:30]=[CH:29][CH:28]=3)=[CH:24][O:23][N:22]=2)=[CH:17][CH:16]=1)(C)(C)C. (3) Given the product [S:9]1[CH:13]=[CH:12][C:11]2[CH:14]=[C:15]([CH:18]3[C:27]4[C:22](=[CH:23][C:24]([O:28][CH3:29])=[CH:25][CH:26]=4)[CH2:21][N:20]([CH3:30])[CH2:19]3)[CH:16]=[CH:17][C:10]1=2, predict the reactants needed to synthesize it. The reactants are: C(O)(=O)/C=C/C(O)=O.[S:9]1[CH:13]=[CH:12][C:11]2[CH:14]=[C:15]([CH:18]3[C:27]4[C:22](=[CH:23][C:24]([O:28][CH3:29])=[CH:25][CH:26]=4)[CH2:21][N:20]([CH3:30])[CH2:19]3)[CH:16]=[CH:17][C:10]1=2.S(O)(C)(=O)=O.[OH-].[Na+]. (4) Given the product [CH3:23][N:27]([CH2:9][C:10]1[CH:18]=[CH:17][C:13]([C:14]([NH2:16])=[O:15])=[C:12]([N+:19]([O-:21])=[O:20])[CH:11]=1)[CH3:28], predict the reactants needed to synthesize it. The reactants are: [Si](O[CH2:9][C:10]1[CH:18]=[CH:17][C:13]([C:14]([NH2:16])=[O:15])=[C:12]([N+:19]([O-:21])=[O:20])[CH:11]=1)(C(C)(C)C)(C)C.[F-].[CH2:23]([N+:27](CCCC)(CCCC)[CH2:28]CCC)CCC.C1COCC1.S(Cl)(Cl)=O.CNC.C1COCC1. (5) Given the product [OH:27][CH2:26][CH:23]1[CH2:24][CH2:25][N:20]([C:1](=[O:6])[CH:2]([CH3:4])[CH3:3])[CH2:21][CH2:22]1, predict the reactants needed to synthesize it. The reactants are: [C:1]([OH:6])(=O)[CH:2]([CH3:4])[CH3:3].C(N(CC)CC)C.ClC(OCC)=O.[NH:20]1[CH2:25][CH2:24][CH:23]([CH2:26][OH:27])[CH2:22][CH2:21]1. (6) Given the product [C:1]([O:5][C:6]([N:8]1[CH2:9][CH2:10][CH:11]([O:14][CH2:15][C:16]2[NH:41][C:40]([C:37]3[CH:38]=[CH:39][N:34]=[CH:35][CH:36]=3)=[N:42][N:43]=2)[CH2:12][CH2:13]1)=[O:7])([CH3:2])([CH3:3])[CH3:4], predict the reactants needed to synthesize it. The reactants are: [C:1]([O:5][C:6]([N:8]1[CH2:13][CH2:12][CH:11]([O:14][CH2:15][C:16](O)=O)[CH2:10][CH2:9]1)=[O:7])([CH3:4])([CH3:3])[CH3:2].C(N(CC)CC)C.C(OC(Cl)=O)C(C)C.[N:34]1[CH:39]=[CH:38][C:37]([C:40]([NH:42][NH2:43])=[NH:41])=[CH:36][CH:35]=1. (7) Given the product [Br:11][C:12]1[CH:13]=[C:14]2[C:18](=[CH:19][CH:20]=1)[N:17]([CH2:7][C:6]1[CH:9]=[CH:10][C:3]([O:2][CH3:1])=[CH:4][CH:5]=1)[N:16]=[C:15]2[C:21]1[N:22]=[N:23][N:24]([C:26]2[CH:27]=[CH:28][C:29]([C:32]([N:34]3[CH2:35][CH2:36][O:37][CH2:38][CH2:39]3)=[O:33])=[CH:30][CH:31]=2)[CH:25]=1, predict the reactants needed to synthesize it. The reactants are: [CH3:1][O:2][C:3]1[CH:10]=[CH:9][C:6]([CH2:7]Cl)=[CH:5][CH:4]=1.[Br:11][C:12]1[CH:13]=[C:14]2[C:18](=[CH:19][CH:20]=1)[NH:17][N:16]=[C:15]2[C:21]1[N:22]=[N:23][N:24]([C:26]2[CH:31]=[CH:30][C:29]([C:32]([N:34]3[CH2:39][CH2:38][O:37][CH2:36][CH2:35]3)=[O:33])=[CH:28][CH:27]=2)[CH:25]=1.[OH-].[K+].